Task: Predict the product of the given reaction.. Dataset: Forward reaction prediction with 1.9M reactions from USPTO patents (1976-2016) Given the reactants [OH:1][CH2:2][CH2:3][O:4][C:5]1[CH:6]=[C:7]([CH:11]2[CH2:16][CH2:15][N:14]([C:17]([O:19][CH2:20][C:21]([Cl:24])([Cl:23])[Cl:22])=[O:18])[CH2:13][CH:12]2[O:25][CH2:26][C:27]2[CH:36]=[CH:35][C:34]3[C:29](=[CH:30][CH:31]=[CH:32][CH:33]=3)[CH:28]=2)[CH:8]=[CH:9][CH:10]=1.[N-:37]=[C:38]=[O:39].[Na+], predict the reaction product. The product is: [C:38]([O:1][CH2:2][CH2:3][O:4][C:5]1[CH:6]=[C:7]([CH:11]2[CH2:16][CH2:15][N:14]([C:17]([O:19][CH2:20][C:21]([Cl:22])([Cl:23])[Cl:24])=[O:18])[CH2:13][CH:12]2[O:25][CH2:26][C:27]2[CH:36]=[CH:35][C:34]3[C:29](=[CH:30][CH:31]=[CH:32][CH:33]=3)[CH:28]=2)[CH:8]=[CH:9][CH:10]=1)(=[O:39])[NH2:37].